Dataset: Catalyst prediction with 721,799 reactions and 888 catalyst types from USPTO. Task: Predict which catalyst facilitates the given reaction. (1) Reactant: [F:1][C:2]1[CH:3]=[C:4]([CH:9]=[CH:10][C:11]=1[CH2:12][C:13]([C:15]1[CH:20]=[CH:19][C:18]([OH:21])=[CH:17][C:16]=1[F:22])=[O:14])[C:5]([O:7]C)=[O:6].[OH-].[Na+]. Product: [F:1][C:2]1[CH:3]=[C:4]([CH:9]=[CH:10][C:11]=1[CH2:12][C:13]([C:15]1[CH:20]=[CH:19][C:18]([OH:21])=[CH:17][C:16]=1[F:22])=[O:14])[C:5]([OH:7])=[O:6]. The catalyst class is: 5. (2) Reactant: [Si:1]([O:8][CH2:9][CH2:10][CH2:11][NH:12][C:13](=[O:22])[O:14][CH2:15][C:16]1[CH:21]=[CH:20][CH:19]=[CH:18][CH:17]=1)([C:4]([CH3:7])([CH3:6])[CH3:5])([CH3:3])[CH3:2].[H-].[Na+].I[CH3:26]. Product: [Si:1]([O:8][CH2:9][CH2:10][CH2:11][N:12]([CH3:26])[C:13](=[O:22])[O:14][CH2:15][C:16]1[CH:17]=[CH:18][CH:19]=[CH:20][CH:21]=1)([C:4]([CH3:6])([CH3:7])[CH3:5])([CH3:3])[CH3:2]. The catalyst class is: 7.